This data is from NCI-60 drug combinations with 297,098 pairs across 59 cell lines. The task is: Regression. Given two drug SMILES strings and cell line genomic features, predict the synergy score measuring deviation from expected non-interaction effect. Drug 1: CC1CCC2CC(C(=CC=CC=CC(CC(C(=O)C(C(C(=CC(C(=O)CC(OC(=O)C3CCCCN3C(=O)C(=O)C1(O2)O)C(C)CC4CCC(C(C4)OC)O)C)C)O)OC)C)C)C)OC. Drug 2: CC(C)NC(=O)C1=CC=C(C=C1)CNNC.Cl. Cell line: A549. Synergy scores: CSS=20.6, Synergy_ZIP=-0.933, Synergy_Bliss=9.11, Synergy_Loewe=3.21, Synergy_HSA=7.52.